Dataset: Catalyst prediction with 721,799 reactions and 888 catalyst types from USPTO. Task: Predict which catalyst facilitates the given reaction. (1) Reactant: [NH2:1][C:2]1[CH:12]=[CH:11][C:5]([C:6]([O:8]CC)=[O:7])=[CH:4][CH:3]=1.CCN(CC)CC.[CH3:20][S:21](Cl)(=[O:23])=[O:22]. Product: [CH3:20][S:21]([NH:1][C:2]1[CH:12]=[CH:11][C:5]([C:6]([OH:8])=[O:7])=[CH:4][CH:3]=1)(=[O:23])=[O:22]. The catalyst class is: 34. (2) Reactant: [CH3:1][O:2][N:3]=[C:4]1[C:12]2[C:7](=[C:8](Br)[CH:9]=[CH:10][CH:11]=2)[CH2:6][CH2:5]1.[NH:14]1[CH2:19][CH2:18][CH2:17][CH2:16][CH2:15]1.CC(C)([O-])C.[Na+].C1C=CC(P(C2C(C3C(P(C4C=CC=CC=4)C4C=CC=CC=4)=CC=C4C=3C=CC=C4)=C3C(C=CC=C3)=CC=2)C2C=CC=CC=2)=CC=1. Product: [CH3:1][O:2][N:3]=[C:4]1[C:12]2[C:7](=[C:8]([N:14]3[CH2:19][CH2:18][CH2:17][CH2:16][CH2:15]3)[CH:9]=[CH:10][CH:11]=2)[CH2:6][CH2:5]1. The catalyst class is: 62. (3) Reactant: Cl.[CH3:2][NH:3][OH:4].[CH3:5][O-:6].[Na+].[Br:8][C:9]1[CH:10]=[C:11]2C(=[CH:17][CH:18]=1)O[CH:14]([C:19]1[CH:24]=[CH:23][C:22]([O:25][C:26]([F:29])([F:28])[F:27])=[CH:21][CH:20]=1)[CH2:13]/[C:12]/2=[N:30]\[C:31]#[N:32]. Product: [Br:8][C:9]1[CH:10]=[C:11]2[C:12]3([O:4][N:3]([CH3:2])[C:31]([NH2:32])=[N:30]3)[CH2:13][CH:14]([C:19]3[CH:20]=[CH:21][C:22]([O:25][C:26]([F:27])([F:28])[F:29])=[CH:23][CH:24]=3)[O:6][C:5]2=[CH:17][CH:18]=1. The catalyst class is: 5. (4) Reactant: Cl.COC1C=CC=CC=1C[O:11][C:12]1[C:17]([C:18]([OH:20])=[O:19])=[CH:16][N:15]=[C:14]([N:21]2[CH2:26][CH2:25][CH:24]([N:27]([CH3:45])[CH2:28][C:29](=[O:44])[NH:30][C:31]3[CH:36]=[CH:35][C:34]([O:37][C:38]4[CH:43]=[CH:42][CH:41]=[CH:40][CH:39]=4)=[CH:33][CH:32]=3)[CH2:23][CH2:22]2)[N:13]=1. Product: [CH3:45][N:27]([CH2:28][C:29](=[O:44])[NH:30][C:31]1[CH:32]=[CH:33][C:34]([O:37][C:38]2[CH:43]=[CH:42][CH:41]=[CH:40][CH:39]=2)=[CH:35][CH:36]=1)[CH:24]1[CH2:23][CH2:22][N:21]([C:14]2[NH:13][C:12](=[O:11])[C:17]([C:18]([OH:20])=[O:19])=[CH:16][N:15]=2)[CH2:26][CH2:25]1. The catalyst class is: 346. (5) Reactant: [F:1][C:2]1[CH:3]=[C:4]([CH:20]=[CH:21][C:22]=1[F:23])[CH2:5][NH:6][C:7]([C:9]1[CH:14]=[C:13]([CH2:15]Br)[N:12]2[N:17]=[CH:18][CH:19]=[C:11]2[N:10]=1)=[O:8].[C:24]([O:28][C:29]([C:31]1[C:32]([CH3:49])=[C:33]2[C:37](=[CH:38][CH:39]=1)[CH:36]([NH:40][CH2:41][C:42]([O:44][C:45]([CH3:48])([CH3:47])[CH3:46])=[O:43])[CH2:35][CH2:34]2)=[O:30])([CH3:27])([CH3:26])[CH3:25].C(N(CC)CC)C. Product: [C:24]([O:28][C:29]([C:31]1[C:32]([CH3:49])=[C:33]2[C:37](=[CH:38][CH:39]=1)[CH:36]([N:40]([CH2:41][C:42]([O:44][C:45]([CH3:48])([CH3:47])[CH3:46])=[O:43])[CH2:15][C:13]1[N:12]3[N:17]=[CH:18][CH:19]=[C:11]3[N:10]=[C:9]([C:7](=[O:8])[NH:6][CH2:5][C:4]3[CH:20]=[CH:21][C:22]([F:23])=[C:2]([F:1])[CH:3]=3)[CH:14]=1)[CH2:35][CH2:34]2)=[O:30])([CH3:27])([CH3:26])[CH3:25]. The catalyst class is: 9. (6) Reactant: [F:1][C:2]([F:44])([C:25]1[CH:26]=[C:27]([NH:31][C:32]2[CH:37]=[CH:36][C:35]([N+:38]([O-:40])=[O:39])=[CH:34][C:33]=2[N+:41]([O-:43])=[O:42])[CH:28]=[CH:29][CH:30]=1)[C:3]([F:24])([F:23])[C:4]([F:22])([F:21])[C:5]([F:20])([F:19])[C:6]([F:18])([F:17])[C:7]([F:16])([F:15])[C:8]([F:14])([F:13])[C:9]([F:12])([F:11])[F:10].[CH2:45](Br)[CH:46]=[CH2:47].C(=O)([O-])[O-].[K+].[K+]. Product: [CH2:47]([N:31]([C:27]1[CH:28]=[CH:29][CH:30]=[C:25]([C:2]([F:44])([F:1])[C:3]([F:23])([F:24])[C:4]([F:22])([F:21])[C:5]([F:20])([F:19])[C:6]([F:17])([F:18])[C:7]([F:16])([F:15])[C:8]([F:14])([F:13])[C:9]([F:12])([F:11])[F:10])[CH:26]=1)[C:32]1[CH:37]=[CH:36][C:35]([N+:38]([O-:40])=[O:39])=[CH:34][C:33]=1[N+:41]([O-:43])=[O:42])[CH:46]=[CH2:45]. The catalyst class is: 60. (7) Reactant: C(=O)([O-])[O-].[K+].[K+].[OH:7][C@H:8]([C:44]1[C:52]2[S:51][C:50](=[O:53])[NH:49][C:48]=2[C:47]([OH:54])=[CH:46][CH:45]=1)[CH2:9][N:10]([CH2:18][CH2:19][CH2:20][CH2:21][CH2:22][CH2:23][CH2:24][CH2:25][CH2:26][N:27]1[CH2:43][CH2:42][C:30]2([O:35][CH2:34][CH2:33][N:32](C(=O)C(F)(F)F)[CH2:31]2)[CH2:29][CH2:28]1)[C:11](=[O:17])[O:12][C:13]([CH3:16])([CH3:15])[CH3:14]. The catalyst class is: 72. Product: [O:35]1[C:30]2([CH2:29][CH2:28][N:27]([CH2:26][CH2:25][CH2:24][CH2:23][CH2:22][CH2:21][CH2:20][CH2:19][CH2:18][N:10]([CH2:9][C@H:8]([OH:7])[C:44]3[C:52]4[S:51][C:50](=[O:53])[NH:49][C:48]=4[C:47]([OH:54])=[CH:46][CH:45]=3)[C:11](=[O:17])[O:12][C:13]([CH3:16])([CH3:15])[CH3:14])[CH2:43][CH2:42]2)[CH2:31][NH:32][CH2:33][CH2:34]1. (8) Reactant: [Cl:1][C:2]1[CH:11]=[C:10]2[C:5]([CH2:6][CH2:7][CH2:8][N:9]2[C:12]2[C:16]3[CH2:17][N:18](C(OC(C)(C)C)=O)[CH2:19][CH2:20][C:15]=3[N:14]([CH:28]3[CH2:33][CH2:32][O:31][CH2:30][CH2:29]3)[N:13]=2)=[CH:4][C:3]=1[C:34]1[CH:35]=[N:36][N:37]([CH3:39])[CH:38]=1.FC(F)(F)C(O)=O. Product: [Cl:1][C:2]1[CH:11]=[C:10]2[C:5]([CH2:6][CH2:7][CH2:8][N:9]2[C:12]2[C:16]3[CH2:17][NH:18][CH2:19][CH2:20][C:15]=3[N:14]([CH:28]3[CH2:33][CH2:32][O:31][CH2:30][CH2:29]3)[N:13]=2)=[CH:4][C:3]=1[C:34]1[CH:35]=[N:36][N:37]([CH3:39])[CH:38]=1. The catalyst class is: 2. (9) Reactant: [Br:1][C:2]1[C:10]2[C:5](=[CH:6][C:7]([C:11]([OH:13])=[O:12])=[CH:8][CH:9]=2)[NH:4][N:3]=1.C(N(CC)CC)C.[CH3:21][C:22]([O:25][C:26](O[C:26]([O:25][C:22]([CH3:24])([CH3:23])[CH3:21])=[O:27])=[O:27])([CH3:24])[CH3:23]. Product: [C:22]([O:25][C:26]([N:4]1[C:5]2[C:10](=[CH:9][CH:8]=[C:7]([C:11]([OH:13])=[O:12])[CH:6]=2)[C:2]([Br:1])=[N:3]1)=[O:27])([CH3:24])([CH3:23])[CH3:21]. The catalyst class is: 79. (10) Product: [CH2:16]([N:9]([CH2:16][C:17]1[CH:22]=[CH:21][CH:20]=[CH:19][CH:18]=1)[C@@H:10]([CH2:14][CH3:15])[C:11]([O:6][CH2:3][C:17]1[CH:22]=[CH:21][CH:20]=[CH:19][CH:18]=1)=[O:1])[C:17]1[CH:22]=[CH:21][CH:20]=[CH:19][CH:18]=1. Reactant: [OH-:1].[Na+].[C:3](=[O:6])([O-])[O-].[K+].[K+].[NH2:9][C@@H:10]([CH2:14][CH3:15])[C:11](O)=O.[CH2:16](Br)[C:17]1[CH:22]=[CH:21][CH:20]=[CH:19][CH:18]=1. The catalyst class is: 6.